Dataset: Forward reaction prediction with 1.9M reactions from USPTO patents (1976-2016). Task: Predict the product of the given reaction. Given the reactants [OH:1][C:2]1([C:14]2[CH:18]=[CH:17][S:16][CH:15]=2)[CH2:6][CH2:5][N:4]([C:7]([O:9][C:10]([CH3:13])([CH3:12])[CH3:11])=[O:8])[CH2:3]1.C1C(=O)N([Br:26])C(=O)C1.[O-]S([O-])=O.[Na+].[Na+].O, predict the reaction product. The product is: [Br:26][C:15]1[S:16][CH:17]=[CH:18][C:14]=1[C:2]1([OH:1])[CH2:6][CH2:5][N:4]([C:7]([O:9][C:10]([CH3:13])([CH3:11])[CH3:12])=[O:8])[CH2:3]1.